This data is from Full USPTO retrosynthesis dataset with 1.9M reactions from patents (1976-2016). The task is: Predict the reactants needed to synthesize the given product. Given the product [CH2:24]([O:26][C:27](=[O:31])[CH2:28][CH2:29][N:15]1[C:16]2[C:11](=[CH:10][C:9]([O:8][CH2:7][C:6]3[CH:5]=[CH:4][C:3]([O:2][CH3:1])=[CH:21][CH:20]=3)=[CH:18][CH:17]=2)[CH2:12][CH2:13][C:14]1=[O:19])[CH3:25], predict the reactants needed to synthesize it. The reactants are: [CH3:1][O:2][C:3]1[CH:21]=[CH:20][C:6]([CH2:7][O:8][C:9]2[CH:10]=[C:11]3[C:16](=[CH:17][CH:18]=2)[NH:15][C:14](=[O:19])[CH2:13][CH2:12]3)=[CH:5][CH:4]=1.[H-].[Na+].[CH2:24]([O:26][C:27](=[O:31])[CH2:28][CH2:29]Br)[CH3:25].